This data is from Catalyst prediction with 721,799 reactions and 888 catalyst types from USPTO. The task is: Predict which catalyst facilitates the given reaction. (1) Reactant: C(OC(=O)[NH:7][C@H:8]([C:12](=[O:17])[NH:13][O:14][CH2:15][CH3:16])[CH:9]([CH3:11])[CH3:10])(C)(C)C.S(=O)(=O)(O)O. Product: [NH2:7][C@@H:8]([CH:9]([CH3:10])[CH3:11])[C:12]([NH:13][O:14][CH2:15][CH3:16])=[O:17]. The catalyst class is: 71. (2) Reactant: [Cl:1][C:2]1[CH:7]=[C:6]2[NH:8][C:9](=[O:42])[C:10]3([CH:15]([C:16]4[CH:21]=[C:20]([Cl:22])[CH:19]=[CH:18][C:17]=4[O:23][C:24]([C:27]([O:29]CC)=[O:28])([CH3:26])[CH3:25])[CH2:14][C:13](=[O:32])[NH:12][CH:11]3[C:33]3[CH:38]=[C:37]([Cl:39])[CH:36]=[CH:35][C:34]=3[O:40][CH3:41])[C:5]2=[CH:4][CH:3]=1.[OH-].[Na+].O. Product: [Cl:1][C:2]1[CH:7]=[C:6]2[NH:8][C:9](=[O:42])[C:10]3([CH:15]([C:16]4[CH:21]=[C:20]([Cl:22])[CH:19]=[CH:18][C:17]=4[O:23][C:24]([C:27]([OH:29])=[O:28])([CH3:25])[CH3:26])[CH2:14][C:13](=[O:32])[NH:12][CH:11]3[C:33]3[CH:38]=[C:37]([Cl:39])[CH:36]=[CH:35][C:34]=3[O:40][CH3:41])[C:5]2=[CH:4][CH:3]=1. The catalyst class is: 1. (3) Reactant: [Br:1][C:2]1[CH:3]=[C:4]([NH2:10])[C:5]([NH2:9])=[CH:6][C:7]=1[Cl:8].O[C@H:12]1[C@H:17](O)OCCO1. Product: [Br:1][C:2]1[CH:3]=[C:4]2[C:5](=[CH:6][C:7]=1[Cl:8])[N:9]=[CH:17][CH:12]=[N:10]2. The catalyst class is: 8. (4) The catalyst class is: 7. Product: [CH3:12][N:13]1[CH2:18][CH:17]2[CH2:16][CH2:15][C:14]1([CH2:22][OH:23])[CH2:21][CH2:20]2. Reactant: S(=O)(=O)(O)O.[H-].[Al+3].[Li+].[H-].[H-].[H-].[CH3:12][N:13]1[C:18](=O)[CH:17]2[CH2:20][CH2:21][C:14]1([C:22](OC)=[O:23])[CH2:15][CH2:16]2. (5) Reactant: [H-].[Na+].[CH2:3]([C:5]1[NH:6][C:7](=[O:17])[CH:8]=[C:9]([C:11]2[CH:16]=[CH:15][CH:14]=[CH:13][CH:12]=2)[N:10]=1)[CH3:4].[Li+].[Br-].[CH2:20]([O:22][CH:23]([CH2:29][C:30]1[CH:35]=[CH:34][C:33]([O:36][CH2:37][CH2:38]Br)=[CH:32][CH:31]=1)[C:24]([O:26][CH2:27][CH3:28])=[O:25])[CH3:21]. Product: [CH2:20]([O:22][CH:23]([CH2:29][C:30]1[CH:31]=[CH:32][C:33]([O:36][CH2:37][CH2:38][N:6]2[C:7](=[O:17])[CH:8]=[C:9]([C:11]3[CH:16]=[CH:15][CH:14]=[CH:13][CH:12]=3)[N:10]=[C:5]2[CH2:3][CH3:4])=[CH:34][CH:35]=1)[C:24]([O:26][CH2:27][CH3:28])=[O:25])[CH3:21]. The catalyst class is: 18. (6) Reactant: CC1(O)C(=[N:8][CH:9]([C:18]2[CH:19]=[N:20][CH:21]=[CH:22][CH:23]=2)[CH2:10][CH2:11][CH:12]2[CH2:17][CH2:16][O:15][CH2:14][CH2:13]2)CC2CC1C2(C)C.Cl.NO.C([O-])([O-])=O.[K+].[K+]. Product: [N:20]1[CH:21]=[CH:22][CH:23]=[C:18]([C@H:9]([NH2:8])[CH2:10][CH2:11][CH:12]2[CH2:13][CH2:14][O:15][CH2:16][CH2:17]2)[CH:19]=1. The catalyst class is: 8. (7) Reactant: [Br:1][C:2]1[C:3]([F:14])=[CH:4][C:5]2[CH:9]=[C:8](C(O)=O)[S:7][C:6]=2[CH:13]=1.C1CCN2C(=NCCC2)CC1. Product: [Br:1][C:2]1[C:3]([F:14])=[CH:4][C:5]2[CH:9]=[CH:8][S:7][C:6]=2[CH:13]=1. The catalyst class is: 44. (8) Reactant: [Cl:1][C:2]1[CH:7]=[CH:6][C:5](/[CH:8]=[CH:9]/[C:10]([O:12][CH3:13])=[O:11])=[C:4]([C:14]([F:17])([F:16])[F:15])[CH:3]=1.[H][H]. Product: [Cl:1][C:2]1[CH:7]=[CH:6][C:5]([CH2:8][CH2:9][C:10]([O:12][CH3:13])=[O:11])=[C:4]([C:14]([F:15])([F:16])[F:17])[CH:3]=1. The catalyst class is: 153.